The task is: Predict the reaction yield, written as a fraction of the theoretical maximum amount of product (1.0 means a 100% yield; for example, 0.34 means a 34% yield).. This data is from Reaction yield outcomes from USPTO patents with 853,638 reactions. (1) The reactants are [CH3:1][C:2]1([CH3:32])[CH2:7][C:6](=[O:8])[CH2:5][C:4]([CH3:10])([CH3:9])[P:3]1[C:11]1[CH:16]=[CH:15][CH:14]=[CH:13][C:12]=1[C:17]1[C:22]([CH:23]([CH3:25])[CH3:24])=[CH:21][C:20]([CH:26]([CH3:28])[CH3:27])=[CH:19][C:18]=1[CH:29]([CH3:31])[CH3:30].O.C1(C)C=CC(S(O)(=O)=O)=CC=1.[CH2:45](O)[CH2:46][OH:47]. No catalyst specified. The product is [CH3:32][C:2]1([CH3:1])[P:3]([C:11]2[CH:16]=[CH:15][CH:14]=[CH:13][C:12]=2[C:17]2[C:22]([CH:23]([CH3:24])[CH3:25])=[CH:21][C:20]([CH:26]([CH3:28])[CH3:27])=[CH:19][C:18]=2[CH:29]([CH3:31])[CH3:30])[C:4]([CH3:9])([CH3:10])[CH2:5][C:6]2([O:47][CH2:46][CH2:45][O:8]2)[CH2:7]1. The yield is 0.820. (2) The reactants are [NH2:1][C:2]1[CH:3]=[CH:4][C:5]([C:12]2[CH:17]=[CH:16][CH:15]=[C:14]([OH:18])[CH:13]=2)=[C:6]2[C:10]=1[C:9](=[O:11])[NH:8][CH2:7]2.[Si:19](Cl)([C:22]([CH3:25])([CH3:24])[CH3:23])([CH3:21])[CH3:20].C1CCN2C(=NCCC2)CC1. The catalyst is C(#N)C. The product is [NH2:1][C:2]1[CH:3]=[CH:4][C:5]([C:12]2[CH:17]=[CH:16][CH:15]=[C:14]([O:18][Si:19]([C:22]([CH3:25])([CH3:24])[CH3:23])([CH3:21])[CH3:20])[CH:13]=2)=[C:6]2[C:10]=1[C:9](=[O:11])[NH:8][CH2:7]2. The yield is 0.590. (3) The reactants are Cl[C:2]1[NH:6][C:5]2[CH:7]=[CH:8][CH:9]=[CH:10][C:4]=2[N:3]=1.[CH3:11][NH:12][CH3:13].O. The catalyst is CN(C=O)C. The product is [CH3:11][N:12]([CH3:13])[C:2]1[NH:6][C:5]2[CH:7]=[CH:8][CH:9]=[CH:10][C:4]=2[N:3]=1. The yield is 0.890. (4) The product is [NH2:34][C@H:30]([C:31]([NH:11][C:10]1[CH:12]=[CH:13][C:7]([O:6][C:5]2[CH:14]=[CH:15][C:2]([F:1])=[CH:3][CH:4]=2)=[CH:8][CH:9]=1)=[O:32])[CH2:29][CH2:28][CH2:27][NH:26][C:24](=[O:25])[O:23][CH2:16][C:17]1[CH:22]=[CH:21][CH:20]=[CH:19][CH:18]=1. No catalyst specified. The yield is 0.800. The reactants are [F:1][C:2]1[CH:15]=[CH:14][C:5]([O:6][C:7]2[CH:13]=[CH:12][C:10]([NH2:11])=[CH:9][CH:8]=2)=[CH:4][CH:3]=1.[CH2:16]([O:23][C:24]([NH:26][CH2:27][CH2:28][CH2:29][C@H:30]([NH:34]C(OC(C)(C)C)=O)[C:31](O)=[O:32])=[O:25])[C:17]1[CH:22]=[CH:21][CH:20]=[CH:19][CH:18]=1. (5) The product is [OH:55][CH2:54][C@@H:38]1[C@@H:39]([OH:50])[C@H:40]([OH:46])[C@H:41]([OH:42])[C@@H:36]([CH2:35][CH2:34][CH2:33][C:30]2[CH:29]=[CH:28][C:27]([CH2:26][CH2:25][CH2:24][C@@H:8]3[C@@H:9]([OH:20])[C@@H:10]([OH:16])[C@H:11]([OH:12])[C@@H:6]([CH2:5][OH:4])[O:7]3)=[CH:32][CH:31]=2)[O:37]1. The catalyst is CO. The reactants are C([O:4][CH2:5][C@@H:6]1[C@@H:11]([O:12]C(=O)C)[C@H:10]([O:16]C(=O)C)[C@H:9]([O:20]C(=O)C)[C@@H:8]([CH2:24][CH2:25][CH2:26][C:27]2[CH:32]=[CH:31][C:30]([CH2:33][CH2:34][CH2:35][C@@H:36]3[C@@H:41]([O:42]C(=O)C)[C@@H:40]([O:46]C(=O)C)[C@H:39]([O:50]C(=O)C)[C@@H:38]([CH2:54][O:55]C(=O)C)[O:37]3)=[CH:29][CH:28]=2)[O:7]1)(=O)C.CO[Na]. The yield is 0.140.